This data is from Forward reaction prediction with 1.9M reactions from USPTO patents (1976-2016). The task is: Predict the product of the given reaction. (1) Given the reactants [CH2:1]([CH:8]1[O:12][C:11](=[O:13])[CH:10]=[C:9]1[OH:14])[C:2]1[CH:7]=[CH:6][CH:5]=[CH:4][CH:3]=1.[CH:15](=O)[C:16]1[CH:21]=[CH:20][CH:19]=[CH:18][CH:17]=1.[Cl:23][C:24]1[CH:25]=[C:26]2[C:30](=[CH:31][CH:32]=1)[NH:29][CH:28]=[C:27]2[CH2:33][CH2:34][NH:35][C:36](=[O:38])[CH3:37], predict the reaction product. The product is: [CH2:1]([CH:8]1[O:12][C:11](=[O:13])[C:10]([CH:15]([C:16]2[CH:21]=[CH:20][CH:19]=[CH:18][CH:17]=2)[C:28]2[NH:29][C:30]3[C:26]([C:27]=2[CH2:33][CH2:34][NH:35][C:36](=[O:38])[CH3:37])=[CH:25][C:24]([Cl:23])=[CH:32][CH:31]=3)=[C:9]1[OH:14])[C:2]1[CH:3]=[CH:4][CH:5]=[CH:6][CH:7]=1. (2) Given the reactants [CH2:1]([O:8][C:9]1[C:10]([C:28]([OH:30])=O)=[N:11][C:12]([I:27])=[C:13]2[C:18]=1[N:17]=[CH:16][C:15]([CH2:19][C:20]1[CH:25]=[CH:24][C:23]([F:26])=[CH:22][CH:21]=1)=[CH:14]2)[C:2]1[CH:7]=[CH:6][CH:5]=[CH:4][CH:3]=1.ON1C2C=CC=CC=2N=N1.[CH3:41][O:42][CH2:43][CH2:44][NH2:45].Cl.C(N=C=NCCCN(C)C)C.Cl, predict the reaction product. The product is: [CH3:41][O:42][CH2:43][CH2:44][NH:45][C:28]([C:10]1[C:9]([O:8][CH2:1][C:2]2[CH:7]=[CH:6][CH:5]=[CH:4][CH:3]=2)=[C:18]2[C:13]([CH:14]=[C:15]([CH2:19][C:20]3[CH:21]=[CH:22][C:23]([F:26])=[CH:24][CH:25]=3)[CH:16]=[N:17]2)=[C:12]([I:27])[N:11]=1)=[O:30]. (3) Given the reactants [C:1]1([CH3:7])[CH:6]=CC=C[CH:2]=1.CN([CH:11]=[O:12])C.C(N1C=CN=C1)(N1C=CN=C1)=[O:14].[SH:25][CH2:26][CH2:27][OH:28].[C:29]1([CH3:35])C=CC=C[CH:30]=1.CN([CH:39]=[O:40])C, predict the reaction product. The product is: [C:1]([O:14][C:11](=[O:12])[C:29]([C:39]([S:25][CH2:26][CH2:27][OH:28])=[O:40])([CH3:35])[CH3:30])([CH3:2])([CH3:6])[CH3:7].